Dataset: Catalyst prediction with 721,799 reactions and 888 catalyst types from USPTO. Task: Predict which catalyst facilitates the given reaction. (1) Reactant: C[O:2][C:3]([C:5]1[S:6][C:7]([C:10]2[CH:15]=[CH:14][CH:13]=[CH:12][C:11]=2[NH:16][C:17]([C:19]2[CH:20]=[C:21]([C:25]3[CH:30]=[CH:29][C:28]([O:31][CH3:32])=[CH:27][C:26]=3[O:33][CH3:34])[CH:22]=[CH:23][CH:24]=2)=[O:18])=[CH:8][CH:9]=1)=[O:4].C1COCC1. Product: [CH3:34][O:33][C:26]1[CH:27]=[C:28]([O:31][CH3:32])[CH:29]=[CH:30][C:25]=1[C:21]1[CH:22]=[CH:23][CH:24]=[C:19]([C:17]([NH:16][C:11]2[CH:12]=[CH:13][CH:14]=[CH:15][C:10]=2[C:7]2[S:6][C:5]([C:3]([OH:4])=[O:2])=[CH:9][CH:8]=2)=[O:18])[CH:20]=1. The catalyst class is: 5. (2) Reactant: [Cl-:1].[NH3+:2][CH2:3][CH2:4][CH2:5][CH2:6][C:7]([C:9]1[CH:10]=[NH+:11][CH:12]=[CH:13][CH:14]=1)=O.[Cl-].[CH:16]([C:18]1[C:27](=[O:28])[C:26]2[C:21](=[CH:22][CH:23]=[CH:24][CH:25]=2)[O:20][CH:19]=1)=O. Product: [ClH:1].[ClH:1].[N:11]1[CH:12]=[CH:13][CH:14]=[C:9]([C:7]2[C:6](=[CH:16][C:18]3[C:27](=[O:28])[C:26]4[C:21](=[CH:22][CH:23]=[CH:24][CH:25]=4)[O:20][CH:19]=3)[CH2:5][CH2:4][CH2:3][N:2]=2)[CH:10]=1. The catalyst class is: 32. (3) Reactant: [C:1]([C:4]1[S:5][CH:6]=[CH:7][C:8]=1[NH:9][CH:10]([C:14]1[CH:19]=[CH:18][CH:17]=[CH:16][CH:15]=1)[C:11]([OH:13])=[O:12])(=[O:3])[NH2:2].[N:20]12[CH2:27][CH2:26][CH:23]([CH2:24][CH2:25]1)[C@@H:22](O)[CH2:21]2.C1CCC(N=C=NC2CCCCC2)CC1.C1C=CC2N(O)N=NC=2C=1. Product: [C:1]([C:4]1[S:5][CH:6]=[CH:7][C:8]=1[NH:9][CH:10]([C:14]1[CH:19]=[CH:18][CH:17]=[CH:16][CH:15]=1)[C:11]([O:13][C@@H:22]1[CH:23]2[CH2:26][CH2:27][N:20]([CH2:25][CH2:24]2)[CH2:21]1)=[O:12])(=[O:3])[NH2:2]. The catalyst class is: 1. (4) Reactant: C1N=CN(C(N2C=NC=C2)=O)C=1.[CH3:13][C:14]1[O:18][CH:17]=[N:16][C:15]=1[C:19]([OH:21])=O.C(N(CC)CC)C.Cl.[CH3:30][O:31][NH:32][CH3:33]. Product: [CH3:30][O:31][N:32]([CH3:33])[C:19]([C:15]1[N:16]=[CH:17][O:18][C:14]=1[CH3:13])=[O:21]. The catalyst class is: 3. (5) Reactant: [C:1]([O:5][C:6](=[O:20])[NH:7][C:8]1[CH:13]=[C:12](F)[C:11]([C:15]#[N:16])=[CH:10][C:9]=1[N+:17]([O-:19])=[O:18])([CH3:4])([CH3:3])[CH3:2].[NH:21]1[CH2:26][CH2:25][O:24][CH2:23][CH2:22]1. Product: [C:1]([O:5][C:6](=[O:20])[NH:7][C:8]1[CH:13]=[C:12]([N:21]2[CH2:26][CH2:25][O:24][CH2:23][CH2:22]2)[C:11]([C:15]#[N:16])=[CH:10][C:9]=1[N+:17]([O-:19])=[O:18])([CH3:4])([CH3:3])[CH3:2]. The catalyst class is: 16. (6) Reactant: [CH:1]1([C@@:7]([C:22]([O:24][CH3:25])=[O:23])([CH3:21])[NH:8][C:9]([C:11]2[CH:16]=[CH:15][C:14]([F:17])=[CH:13][C:12]=2[N+:18]([O-])=O)=[O:10])[CH2:6][CH2:5][CH2:4][CH2:3][CH2:2]1.[H][H]. Product: [NH2:18][C:12]1[CH:13]=[C:14]([F:17])[CH:15]=[CH:16][C:11]=1[C:9]([NH:8][C@:7]([CH:1]1[CH2:2][CH2:3][CH2:4][CH2:5][CH2:6]1)([C:22]([O:24][CH3:25])=[O:23])[CH3:21])=[O:10]. The catalyst class is: 29. (7) Reactant: [OH-].[Li+].[CH3:3][O:4][C:5]1[CH:10]=[CH:9][C:8]([C:11]2[CH:16]=[CH:15][C:14]([C:17]([NH:19][C:20]3([C:28]([O:30]C)=[O:29])[CH2:27][CH2:26][CH2:25][CH2:24][CH2:23][CH2:22][CH2:21]3)=[O:18])=[C:13]([NH:32][C:33]([NH:35][C:36]3[C:41]([CH3:42])=[CH:40][C:39]([CH3:43])=[CH:38][C:37]=3[CH3:44])=[O:34])[CH:12]=2)=[CH:7][CH:6]=1.CO.O. Product: [CH3:3][O:4][C:5]1[CH:6]=[CH:7][C:8]([C:11]2[CH:16]=[CH:15][C:14]([C:17]([NH:19][C:20]3([C:28]([OH:30])=[O:29])[CH2:21][CH2:22][CH2:23][CH2:24][CH2:25][CH2:26][CH2:27]3)=[O:18])=[C:13]([NH:32][C:33]([NH:35][C:36]3[C:41]([CH3:42])=[CH:40][C:39]([CH3:43])=[CH:38][C:37]=3[CH3:44])=[O:34])[CH:12]=2)=[CH:9][CH:10]=1. The catalyst class is: 1.